From a dataset of Forward reaction prediction with 1.9M reactions from USPTO patents (1976-2016). Predict the product of the given reaction. (1) Given the reactants [CH2:1]([O:8][CH2:9][C:10]12[CH2:18][CH:14]3[CH2:15][CH:16]([CH2:17]1)[C:12](C(O)=O)([CH2:13]3)[CH2:11]2)[C:2]1[CH:7]=[CH:6][CH:5]=[CH:4][CH:3]=1.C([N:24](CC)CC)C.C1(P(N=[N+]=[N-])(C2C=CC=CC=2)=O)C=CC=CC=1.[OH-].[K+].OS([O-])(=O)=O.[K+], predict the reaction product. The product is: [CH2:1]([O:8][CH2:9][C:10]12[CH2:18][CH:14]3[CH2:15][CH:16]([CH2:17]1)[C:12]([NH2:24])([CH2:13]3)[CH2:11]2)[C:2]1[CH:7]=[CH:6][CH:5]=[CH:4][CH:3]=1. (2) Given the reactants [Li]CCCC.[CH3:6][C:7]#[N:8].[CH2:9]([O:16][C:17]1[CH:18]=[C:19]([CH:25]=[CH:26][CH:27]=1)[C:20](OCC)=[O:21])[C:10]1[CH:15]=[CH:14][CH:13]=[CH:12][CH:11]=1, predict the reaction product. The product is: [CH2:9]([O:16][C:17]1[CH:18]=[C:19]([C:20](=[O:21])[CH2:6][C:7]#[N:8])[CH:25]=[CH:26][CH:27]=1)[C:10]1[CH:11]=[CH:12][CH:13]=[CH:14][CH:15]=1. (3) The product is: [Cl:18][C:5]1[C:6]2[C:11](=[CH:10][C:9]([N+:12]([O-:14])=[O:13])=[CH:8][CH:7]=2)[C:2]([F:1])=[CH:3][N:4]=1. Given the reactants [F:1][C:2]1[C:11]2[C:6](=[CH:7][CH:8]=[C:9]([N+:12]([O-:14])=[O:13])[CH:10]=2)[C:5](=O)[NH:4][CH:3]=1.P(Cl)(Cl)([Cl:18])=O, predict the reaction product. (4) Given the reactants [CH3:1][NH2:2].[Cl:3][C:4]1[CH:5]=[C:6]([CH:14]=O)[C:7]2[C:12]([CH:13]=1)=[CH:11][CH:10]=[CH:9][CH:8]=2.[BH4-].[K+], predict the reaction product. The product is: [Cl:3][C:4]1[CH:5]=[C:6]([CH2:14][NH:2][CH3:1])[C:7]2[C:12]([CH:13]=1)=[CH:11][CH:10]=[CH:9][CH:8]=2. (5) Given the reactants [Cl:1][C:2]1[N:7]([CH2:8][CH3:9])[C:6](=[O:10])[NH:5][C:4](=[O:11])[C:3]=1[CH:12]([CH3:14])[CH3:13].[H-].[Na+].[CH3:17][O:18][CH2:19]Cl, predict the reaction product. The product is: [Cl:1][C:2]1[N:7]([CH2:8][CH3:9])[C:6](=[O:10])[N:5]([CH2:17][O:18][CH3:19])[C:4](=[O:11])[C:3]=1[CH:12]([CH3:13])[CH3:14]. (6) Given the reactants [NH2:1][C:2]1[C:11]2[C:6](=[CH:7][CH:8]=[CH:9][C:10]=2[O:12][CH2:13][C:14]([NH:17][C:18](=[O:31])[C:19]2[CH:24]=[C:23]([O:25][CH3:26])[CH:22]=[C:21]([O:27][CH2:28][CH2:29][OH:30])[CH:20]=2)([CH3:16])[CH3:15])[N:5]=[C:4]([CH3:32])[C:3]=1[C:33]([OH:35])=[O:34].[ClH:36], predict the reaction product. The product is: [ClH:36].[NH2:1][C:2]1[C:11]2[C:6](=[CH:7][CH:8]=[CH:9][C:10]=2[O:12][CH2:13][C:14]([NH:17][C:18](=[O:31])[C:19]2[CH:24]=[C:23]([O:25][CH3:26])[CH:22]=[C:21]([O:27][CH2:28][CH2:29][OH:30])[CH:20]=2)([CH3:15])[CH3:16])[N:5]=[C:4]([CH3:32])[C:3]=1[C:33]([OH:35])=[O:34]. (7) Given the reactants [H-].[Na+].[OH:3][C:4]1([C:18]([CH3:24])([CH3:23])[C:19]([O:21][CH3:22])=[O:20])[CH2:7][N:6]([C:8]([O:10][CH2:11][C:12]2[CH:17]=[CH:16][CH:15]=[CH:14][CH:13]=2)=[O:9])[CH2:5]1.[C:25](=[S:27])=[S:26].I[CH3:29], predict the reaction product. The product is: [CH3:22][O:21][C:19](=[O:20])[C:18]([C:4]1([O:3][C:25]([S:27][CH3:29])=[S:26])[CH2:7][N:6]([C:8]([O:10][CH2:11][C:12]2[CH:17]=[CH:16][CH:15]=[CH:14][CH:13]=2)=[O:9])[CH2:5]1)([CH3:24])[CH3:23]. (8) The product is: [C:1]([O:5][C:6](=[O:17])[CH2:7][C@@H:8]([CH2:15][O:16][S:25]([C:28]1[CH:34]=[CH:33][C:31]([CH3:32])=[CH:30][CH:29]=1)(=[O:27])=[O:26])[CH2:9][C@H:10]([CH3:14])[CH2:11][CH2:12][CH3:13])([CH3:3])([CH3:2])[CH3:4]. Given the reactants [C:1]([O:5][C:6](=[O:17])[CH2:7][C@@H:8]([CH2:15][OH:16])[CH2:9][C@H:10]([CH3:14])[CH2:11][CH2:12][CH3:13])([CH3:4])([CH3:3])[CH3:2].C(N(CC)CC)C.[S:25](Cl)([C:28]1[CH:34]=[CH:33][C:31]([CH3:32])=[CH:30][CH:29]=1)(=[O:27])=[O:26].Cl, predict the reaction product. (9) The product is: [C:13]([CH:4]1[CH:5]=[CH:6][C:7]2[C:12](=[CH:11][CH:10]=[CH:9][CH:8]=2)[C:3]1([O:2][CH3:1])[CH:15]=[O:18])#[CH:23]. Given the reactants [CH3:1][O:2][C:3]1[C:12]2[C:7](=[CH:8][CH:9]=[CH:10][CH:11]=2)[CH:6]=[CH:5][C:4]=1[CH:13]=O.[C:15](=[O:18])([O-])[O-].[K+].[K+].[N+](=[C:23](P(=O)(OC)OC)C(=O)C)=[N-], predict the reaction product.